From a dataset of Reaction yield outcomes from USPTO patents with 853,638 reactions. Predict the reaction yield, written as a fraction of the theoretical maximum amount of product (1.0 means a 100% yield; for example, 0.34 means a 34% yield). (1) The reactants are [CH:1]([C:3]1[CH:8]=[CH:7][C:6]([CH2:9][C:10]([CH3:19])([CH3:18])[C:11]([O:13][C:14]([CH3:17])([CH3:16])[CH3:15])=[O:12])=[CH:5][CH:4]=1)=O.[CH2:20]([NH2:26])[C:21]1[O:25][CH:24]=[CH:23][CH:22]=1.C(O[BH-](OC(=O)C)OC(=O)C)(=O)C.[Na+].C([O-])(O)=O.[Na+]. The catalyst is ClC(Cl)C.C(OCC)(=O)C. The product is [O:25]1[CH:24]=[CH:23][CH:22]=[C:21]1[CH2:20][NH:26][CH2:1][C:3]1[CH:8]=[CH:7][C:6]([CH2:9][C:10]([CH3:19])([CH3:18])[C:11]([O:13][C:14]([CH3:17])([CH3:16])[CH3:15])=[O:12])=[CH:5][CH:4]=1. The yield is 0.550. (2) The reactants are C(NC(/[N:6]=[C:7]1/[N:8]([C:15]2[CH:20]=[CH:19][CH:18]=[CH:17][C:16]=2[CH2:21][CH3:22])[C:9](=[O:14])[N:10]([CH2:12][CH3:13])[S:11]/1)=O)C.[OH-].[Na+]. The catalyst is CO. The product is [CH2:12]([N:10]1[C:9](=[O:14])[N:8]([C:15]2[CH:20]=[CH:19][CH:18]=[CH:17][C:16]=2[CH2:21][CH3:22])[C:7](=[NH:6])[S:11]1)[CH3:13]. The yield is 0.650. (3) The reactants are Br[C:2]1[CH:3]=[CH:4][C:5]([N:8]2[CH2:14][CH2:13][CH2:12][N:11]([C:15]3[CH:20]=[CH:19][C:18](Br)=[CH:17][N:16]=3)[CH2:10][CH2:9]2)=[N:6][CH:7]=1.[CH3:22][S:23][C:24]1[CH:29]=[CH:28][C:27](B(O)O)=[CH:26][CH:25]=1. No catalyst specified. The product is [CH3:22][S:23][C:24]1[CH:29]=[CH:28][C:27]([C:2]2[CH:3]=[CH:4][C:5]([N:8]3[CH2:14][CH2:13][CH2:12][N:11]([C:15]4[CH:20]=[CH:19][C:18]([C:27]5[CH:28]=[CH:29][C:24]([S:23][CH3:22])=[CH:25][CH:26]=5)=[CH:17][N:16]=4)[CH2:10][CH2:9]3)=[N:6][CH:7]=2)=[CH:26][CH:25]=1. The yield is 0.430. (4) The product is [F:8][C:2]([F:1])([F:7])[C:3]([NH:16][CH2:17][CH2:18][CH2:19][CH2:20][CH2:21][CH2:22][CH2:23][CH2:24][CH2:25][CH2:26][CH2:27][C:28]([OH:30])=[O:29])=[O:4]. The yield is 0.970. The catalyst is CO.C(OCC)(=O)C. The reactants are [F:1][C:2]([F:8])([F:7])[C:3](OC)=[O:4].C(N(CC)CC)C.[NH2:16][CH2:17][CH2:18][CH2:19][CH2:20][CH2:21][CH2:22][CH2:23][CH2:24][CH2:25][CH2:26][CH2:27][C:28]([OH:30])=[O:29].Cl. (5) The reactants are [Cl:1][C:2]1[CH:3]=[C:4]([CH:9]([C:22]([F:25])([F:24])[F:23])/[CH:10]=[CH:11]/[C:12]2[CH:20]=[CH:19][C:15]([C:16]([OH:18])=O)=[C:14]([CH3:21])[CH:13]=2)[CH:5]=[C:6]([Cl:8])[CH:7]=1.[F:26][C:27]([F:31])([F:30])[CH2:28][NH2:29].O.ON1C2C=CC=CC=2N=N1.Cl.CN(C)CCCN=C=NCC.CCN(C(C)C)C(C)C. The catalyst is CN(C=O)C.O. The product is [Cl:8][C:6]1[CH:5]=[C:4]([CH:9]([C:22]([F:25])([F:24])[F:23])/[CH:10]=[CH:11]/[C:12]2[CH:20]=[CH:19][C:15]([C:16]([NH:29][CH2:28][C:27]([F:31])([F:30])[F:26])=[O:18])=[C:14]([CH3:21])[CH:13]=2)[CH:3]=[C:2]([Cl:1])[CH:7]=1. The yield is 0.500. (6) The product is [CH3:1][O:2][C:3](=[O:21])[CH:4]([C:11]1[CH:16]=[CH:15][C:14]([S:23]([CH3:22])(=[O:25])=[O:24])=[C:13]([N+:18]([O-:20])=[O:19])[CH:12]=1)[CH2:5][CH:6]1[CH2:10][CH2:9][CH2:8][CH2:7]1. The catalyst is CS(C)=O. The yield is 0.840. The reactants are [CH3:1][O:2][C:3](=[O:21])[CH:4]([C:11]1[CH:16]=[CH:15][C:14](Cl)=[C:13]([N+:18]([O-:20])=[O:19])[CH:12]=1)[CH2:5][CH:6]1[CH2:10][CH2:9][CH2:8][CH2:7]1.[CH3:22][S:23]([O-:25])=[O:24].[Na+].C(OCC)(=O)C.O. (7) The reactants are [CH3:1][C:2]1[N:10]=[CH:9][CH:8]=[CH:7][C:3]=1[C:4](O)=[O:5].C(N1C=CN=C1)([N:13]1C=CN=C1)=O. The catalyst is C(Cl)Cl. The product is [CH3:1][C:2]1[N:10]=[CH:9][CH:8]=[CH:7][C:3]=1[C:4]([NH2:13])=[O:5]. The yield is 0.760.